This data is from Peptide-MHC class I binding affinity with 185,985 pairs from IEDB/IMGT. The task is: Regression. Given a peptide amino acid sequence and an MHC pseudo amino acid sequence, predict their binding affinity value. This is MHC class I binding data. (1) The peptide sequence is NETTQALQL. The MHC is HLA-A02:12 with pseudo-sequence HLA-A02:12. The binding affinity (normalized) is 0.0847. (2) The peptide sequence is NPSQQQPQEQV. The MHC is Mamu-A11 with pseudo-sequence Mamu-A11. The binding affinity (normalized) is 0.170. (3) The peptide sequence is KGGEAQFLV. The MHC is HLA-B40:01 with pseudo-sequence HLA-B40:01. The binding affinity (normalized) is 0.0847. (4) The peptide sequence is RYSIFFDY. The MHC is HLA-B53:01 with pseudo-sequence HLA-B53:01. The binding affinity (normalized) is 0.193. (5) The peptide sequence is FYVSSIFLHL. The MHC is HLA-A24:02 with pseudo-sequence HLA-A24:02. The binding affinity (normalized) is 0.562. (6) The peptide sequence is VAGFSGKEPI. The MHC is HLA-A68:02 with pseudo-sequence HLA-A68:02. The binding affinity (normalized) is 0.0670. (7) The binding affinity (normalized) is 0. The peptide sequence is QELKNSAVSL. The MHC is HLA-A01:01 with pseudo-sequence HLA-A01:01. (8) The peptide sequence is NQECWDSVF. The MHC is HLA-A01:01 with pseudo-sequence HLA-A01:01. The binding affinity (normalized) is 0.0847. (9) The peptide sequence is MHDPHSIPL. The MHC is HLA-A69:01 with pseudo-sequence HLA-A69:01. The binding affinity (normalized) is 0.0847.